From a dataset of Reaction yield outcomes from USPTO patents with 853,638 reactions. Predict the reaction yield, written as a fraction of the theoretical maximum amount of product (1.0 means a 100% yield; for example, 0.34 means a 34% yield). (1) The reactants are [C:1](OC)([CH3:4])([CH3:3])[CH3:2].[F:7][C:8]1[CH:9]=[C:10]([OH:14])[CH:11]=[CH:12][CH:13]=1. The catalyst is C(Cl)Cl.[Cl-].[Cl-].[Cl-].[Cl-].[Zr+4]. The yield is 0.550. The product is [C:1]([C:13]1[CH:12]=[CH:11][C:10]([OH:14])=[CH:9][C:8]=1[F:7])([CH3:4])([CH3:3])[CH3:2]. (2) The reactants are [CH3:1][O:2][C:3]1[CH:4]=[C:5]([CH2:9][CH2:10][NH2:11])[CH:6]=[CH:7][CH:8]=1.C(N(CC)CC)C.[CH3:19][CH2:20][O:21][C:22](Cl)=[O:23]. The catalyst is ClCCl. The product is [CH3:1][O:2][C:3]1[CH:4]=[C:5]([CH2:9][CH2:10][NH:11][C:22](=[O:23])[O:21][CH2:20][CH3:19])[CH:6]=[CH:7][CH:8]=1. The yield is 1.00.